Task: Predict the reaction yield, written as a fraction of the theoretical maximum amount of product (1.0 means a 100% yield; for example, 0.34 means a 34% yield).. Dataset: Reaction yield outcomes from USPTO patents with 853,638 reactions (1) The reactants are [Cl:1][C:2]1[C:3]([C:32]2[C:40]3[C:35](=[CH:36][CH:37]=[CH:38][CH:39]=3)[N:34](S(C3C=CC=CC=3)(=O)=O)[CH:33]=2)=[CH:4][C:5]([NH:8][C:9]2[CH:10]=[C:11]([NH:15][C:16]([C:18]3[CH:23]=[CH:22][C:21]([NH:24]C(=O)OC(C)(C)C)=[CH:20][CH:19]=3)=[O:17])[CH:12]=[CH:13][CH:14]=2)=[N:6][CH:7]=1.C(O)(C(F)(F)F)=O.[OH-].[Na+].Cl. The catalyst is C(Cl)Cl. The product is [NH2:24][C:21]1[CH:22]=[CH:23][C:18]([C:16]([NH:15][C:11]2[CH:12]=[CH:13][CH:14]=[C:9]([NH:8][C:5]3[CH:4]=[C:3]([C:32]4[C:40]5[C:35](=[CH:36][CH:37]=[CH:38][CH:39]=5)[NH:34][CH:33]=4)[C:2]([Cl:1])=[CH:7][N:6]=3)[CH:10]=2)=[O:17])=[CH:19][CH:20]=1. The yield is 0.660. (2) The reactants are [C:1]([C:3]1[C:11]2[C:6](=[CH:7][C:8]([O:12]CC)=[CH:9][CH:10]=2)[N:5]([CH2:15][CH3:16])[C:4]=1[C:17]1[CH:22]=[CH:21][C:20]([NH:23][C:24]([CH:26]2[CH2:28][CH2:27]2)=[O:25])=[CH:19][CH:18]=1)#[N:2].B(Br)(Br)Br.C([O-])(O)=O.[Na+]. The catalyst is C(Cl)Cl. The product is [C:1]([C:3]1[C:11]2[C:6](=[CH:7][C:8]([OH:12])=[CH:9][CH:10]=2)[N:5]([CH2:15][CH3:16])[C:4]=1[C:17]1[CH:22]=[CH:21][C:20]([NH:23][C:24]([CH:26]2[CH2:28][CH2:27]2)=[O:25])=[CH:19][CH:18]=1)#[N:2]. The yield is 0.910. (3) The reactants are [NH2:1][C:2]1[CH:20]=[CH:19][C:5]([O:6][C:7]2[C:16]3[NH:15][C:14](=[O:17])[C:13](=[O:18])[NH:12][C:11]=3[N:10]=[CH:9][CH:8]=2)=[CH:4][CH:3]=1.[Cl:21][C:22]1[CH:27]=[CH:26][C:25]([N:28]=[C:29]=[O:30])=[CH:24][C:23]=1[C:31]([F:34])([F:33])[F:32]. No catalyst specified. The product is [Cl:21][C:22]1[CH:27]=[CH:26][C:25]([NH:28][C:29]([NH:1][C:2]2[CH:20]=[CH:19][C:5]([O:6][C:7]3[C:16]4[NH:15][C:14](=[O:17])[C:13](=[O:18])[NH:12][C:11]=4[N:10]=[CH:9][CH:8]=3)=[CH:4][CH:3]=2)=[O:30])=[CH:24][C:23]=1[C:31]([F:32])([F:33])[F:34]. The yield is 0.380. (4) The reactants are [Cl:1][C:2]1[C:7]([Cl:8])=[CH:6][CH:5]=[CH:4][C:3]=1[N:9]=[C:10]=[S:11].[Cl:12][C:13]1[CH:18]=[CH:17][C:16]([N:19]2[C:23]([C:24]#[N:25])=[CH:22][C:21]([CH3:26])=[N:20]2)=[CH:15][CH:14]=1. No catalyst specified. The product is [Cl:1][C:2]1[C:7]([Cl:8])=[CH:6][CH:5]=[CH:4][C:3]=1[NH:9][C:10]([NH:25][CH2:24][C:23]1[N:19]([C:16]2[CH:17]=[CH:18][C:13]([Cl:12])=[CH:14][CH:15]=2)[N:20]=[C:21]([CH3:26])[CH:22]=1)=[S:11]. The yield is 0.560. (5) The reactants are [CH3:1][O:2][CH2:3][CH2:4][NH:5][C:6]([NH2:8])=[S:7].C([O:11][CH:12](OCC)[CH2:13][C:14](OCC)=O)C.C[O-].[Na+]. The catalyst is CO. The product is [CH3:1][O:2][CH2:3][CH2:4][N:5]1[CH:14]=[CH:13][C:12](=[O:11])[NH:8][C:6]1=[S:7]. The yield is 0.450. (6) The reactants are [Cl:1][C:2]1[CH:7]=[CH:6][C:5]([N:8]2[CH:12]=[C:11](/[CH:13]=[N:14]/[S@:15]([C:17]([CH3:20])([CH3:19])[CH3:18])=[O:16])[N:10]=[CH:9]2)=[CH:4][CH:3]=1.[CH3:21]C(C)=O.C(=O)=O.C[Mg+].[Br-].CCOC(C)=O.CO. The catalyst is C(Cl)Cl.C(OCC)C.CCOC(C)=O. The product is [Cl:1][C:2]1[CH:7]=[CH:6][C:5]([N:8]2[CH:12]=[C:11]([C@@H:13]([NH:14][S@:15]([C:17]([CH3:20])([CH3:19])[CH3:18])=[O:16])[CH3:21])[N:10]=[CH:9]2)=[CH:4][CH:3]=1. The yield is 0.620. (7) The reactants are [F:1][C:2]1[CH:7]=[CH:6][C:5](/[CH:8]=[CH:9]/[CH3:10])=[CH:4][C:3]=1[C:11]1[N:16]=[C:15]([C:17]([O:19][CH3:20])=[O:18])[CH:14]=[CH:13][CH:12]=1. The catalyst is CO.[Pd]. The product is [F:1][C:2]1[CH:7]=[CH:6][C:5]([CH2:8][CH2:9][CH3:10])=[CH:4][C:3]=1[C:11]1[N:16]=[C:15]([C:17]([O:19][CH3:20])=[O:18])[CH:14]=[CH:13][CH:12]=1. The yield is 0.970.